Dataset: Reaction yield outcomes from USPTO patents with 853,638 reactions. Task: Predict the reaction yield, written as a fraction of the theoretical maximum amount of product (1.0 means a 100% yield; for example, 0.34 means a 34% yield). (1) The reactants are [CH3:1][NH:2][CH2:3][CH2:4][C:5]#[C:6][C:7]1[CH:12]=[CH:11][CH:10]=[CH:9][N:8]=1.[Cl:13][C:14]1[CH:22]=[CH:21][CH:20]=[CH:19][C:15]=1[C:16](Cl)=[O:17]. No catalyst specified. The product is [Cl:13][C:14]1[CH:22]=[CH:21][CH:20]=[CH:19][C:15]=1[C:16]([N:2]([CH3:1])[CH2:3][CH2:4][C:5]#[C:6][C:7]1[CH:12]=[CH:11][CH:10]=[CH:9][N:8]=1)=[O:17]. The yield is 0.630. (2) The reactants are C(OC(=O)[NH:10][CH:11]([CH2:42][C:43]1[CH:48]=[CH:47][CH:46]=[CH:45][CH:44]=1)[CH:12]([OH:41])[CH2:13][N:14]([CH2:28][C:29]1[CH:34]=[CH:33][C:32]([C:35]2[CH:40]=[CH:39][CH:38]=[CH:37][N:36]=2)=[CH:31][CH:30]=1)[NH:15][C:16](=[O:27])[CH:17]([NH:22][C:23]([O:25][CH3:26])=[O:24])[C:18]([CH3:21])([CH3:20])[CH3:19])C1C=CC=CC=1. The catalyst is C(O)C.[Pd]. The product is [CH3:26][O:25][C:23](=[O:24])[NH:22][CH:17]([C:16]([NH:15][N:14]([CH2:13][CH:12]([OH:41])[CH:11]([NH2:10])[CH2:42][C:43]1[CH:44]=[CH:45][CH:46]=[CH:47][CH:48]=1)[CH2:28][C:29]1[CH:34]=[CH:33][C:32]([C:35]2[CH:40]=[CH:39][CH:38]=[CH:37][N:36]=2)=[CH:31][CH:30]=1)=[O:27])[C:18]([CH3:21])([CH3:20])[CH3:19]. The yield is 0.700.